This data is from Forward reaction prediction with 1.9M reactions from USPTO patents (1976-2016). The task is: Predict the product of the given reaction. (1) The product is: [NH2:10][C:6]1[C:7]([F:9])=[CH:8][C:3]([C:1]#[N:2])=[C:4]([CH2:13][C:14]([O:16][CH2:17][CH3:18])=[O:15])[CH:5]=1. Given the reactants [C:1]([C:3]1[CH:8]=[C:7]([F:9])[C:6]([N+:10]([O-])=O)=[CH:5][C:4]=1[CH2:13][C:14]([O:16][CH2:17][CH3:18])=[O:15])#[N:2], predict the reaction product. (2) Given the reactants C1(C=CC2C=CC=CC=2)C=CC=CC=1.[C:15]1([C:21]([C:23]2[CH:28]=[CH:27][CH:26]=[C:25](C(C3C=CC=CC=3)=C)[CH:24]=2)=[CH2:22])[CH:20]=[CH:19][CH:18]=[CH:17][CH:16]=1.C1(C(C2C=CC(C(C3C=CC=CC=3)=C)=CC=2)=C)C=CC=CC=1, predict the reaction product. The product is: [C:15]1([C:21]([C:23]2[CH:24]=[CH:25][CH:26]=[CH:27][CH:28]=2)=[CH2:22])[CH:20]=[CH:19][CH:18]=[CH:17][CH:16]=1. (3) Given the reactants [CH3:1][CH2:2][N:3]([C:6]1[CH:11]=[CH:10][C:9]2[C:12]3([C:22]4[CH:28]=[C:27](Cl)[CH:26]=[CH:25][C:23]=4O[C:8]=2[CH:7]=1)[O:21][C:19](=[O:20])[C:18]1[C:13]3=[CH:14][CH:15]=[CH:16][CH:17]=1)[CH2:4][CH3:5].CC[N:32]([C:35]1[CH:40]=CC2C3(C4C(OC=2C=1)=CC(C)=C(Cl)C=4)OC(=O)C1C3=CC=CC=1)[CH2:33][CH3:34].C(OC1C=CC(C=[CH:80][C:81]2C=CC3[C:83](=[CH:84]C=CC=3)[N:82]=2)=CC=1OC)CCCCCCCCCCC.C(N(CC)C1C=CC(C2(C3C=CC(N(CC)CC)=CC=3OCC)C3C(=CC=CN=3)C(=O)O2)=C(OCC)C=1)C, predict the reaction product. The product is: [CH2:35]([N:32]([CH2:33][CH3:34])[C:26]1[CH:25]=[CH:23][C:22]([C:12]2([C:9]3[CH:10]=[CH:11][C:6]([N:3]([CH2:2][CH3:1])[CH2:4][CH3:5])=[CH:7][CH:8]=3)[C:13]3[C:18](=[CH:17][C:16]([N:82]([CH2:83][CH3:84])[CH2:81][CH3:80])=[CH:15][CH:14]=3)[C:19](=[O:20])[O:21]2)=[CH:28][CH:27]=1)[CH3:40]. (4) Given the reactants [N:1]1([C:7]2[N:8]=[C:9]([CH2:14][C:15]([O-:17])=O)[NH:10][C:11](=[O:13])[CH:12]=2)[CH2:6][CH2:5][O:4][CH2:3][CH2:2]1.[Na+].[O:19]1[C:24]2[C:25]([NH2:29])=[CH:26][CH:27]=[CH:28][C:23]=2[NH:22][CH2:21][CH2:20]1.Cl.CN(C)CCCN=C=NCC, predict the reaction product. The product is: [O:19]1[C:24]2[C:25]([NH:29][C:15](=[O:17])[CH2:14][C:9]3[NH:10][C:11](=[O:13])[CH:12]=[C:7]([N:1]4[CH2:2][CH2:3][O:4][CH2:5][CH2:6]4)[N:8]=3)=[CH:26][CH:27]=[CH:28][C:23]=2[NH:22][CH2:21][CH2:20]1. (5) Given the reactants [CH:1]([CH:4]([C:10](OCC)=O)[C:5]([O:7]CC)=O)([CH3:3])[CH3:2].[H-].[Na+].[Br:17][C:18]1[CH:25]=[CH:24][CH:23]=[CH:22][C:19]=1CBr.O=S(Cl)Cl.[Al+3].[Cl-].[Cl-].[Cl-].Cl, predict the reaction product. The product is: [Br:17][C:18]1[CH:25]=[CH:24][CH:23]=[C:22]2[C:19]=1[CH2:10][CH:4]([CH:1]([CH3:2])[CH3:3])[C:5]2=[O:7]. (6) Given the reactants C(O[C:4](=[O:18])[CH:5]([CH2:9][C:10]1[CH:15]=[CH:14][C:13]([Cl:16])=[CH:12][C:11]=1[Cl:17])[C:6](=[O:8])[CH3:7])C.[NH2:19][C:20]1[CH:21]=[C:22]([OH:27])[CH:23]=[CH:24][C:25]=1[F:26], predict the reaction product. The product is: [Cl:17][C:11]1[CH:12]=[C:13]([Cl:16])[CH:14]=[CH:15][C:10]=1[CH2:9][CH:5]([C:6](=[O:8])[CH3:7])[C:4]([NH:19][C:20]1[CH:21]=[C:22]([OH:27])[CH:23]=[CH:24][C:25]=1[F:26])=[O:18]. (7) Given the reactants [C:1]1([C:21]2[CH:26]=[CH:25][CH:24]=[CH:23][CH:22]=2)[CH:6]=[CH:5][C:4]([CH2:7][C@H:8]2[N:12]([C:13](=O)C(C)(C)C)[C:11](=[O:19])[C@H:10]([CH3:20])[CH2:9]2)=[CH:3][CH:2]=1.[NH:27]1[CH2:31][CH2:30][CH2:29][CH2:28]1.C=O, predict the reaction product. The product is: [C:1]1([C:21]2[CH:22]=[CH:23][CH:24]=[CH:25][CH:26]=2)[CH:6]=[CH:5][C:4]([CH2:7][C@H:8]2[N:12]([CH2:13][N:27]3[CH2:31][CH2:30][CH2:29][CH2:28]3)[C:11](=[O:19])[C@H:10]([CH3:20])[CH2:9]2)=[CH:3][CH:2]=1. (8) Given the reactants [CH3:1][O:2][C:3]1[CH:4]=[C:5]([CH:7]=[CH:8][C:9]=1[C:10]1[O:14][CH:13]=[N:12][CH:11]=1)[NH2:6].[CH3:15][C:16]1[S:20][C:19]([CH:21]=O)=[CH:18][CH:17]=1, predict the reaction product. The product is: [CH3:21][C:19]1[S:20][C:16]([CH2:15][NH:6][C:5]2[CH:7]=[CH:8][C:9]([C:10]3[O:14][CH:13]=[N:12][CH:11]=3)=[C:3]([O:2][CH3:1])[CH:4]=2)=[CH:17][CH:18]=1.